The task is: Predict the reaction yield, written as a fraction of the theoretical maximum amount of product (1.0 means a 100% yield; for example, 0.34 means a 34% yield).. This data is from Reaction yield outcomes from USPTO patents with 853,638 reactions. The reactants are C([O:5][C:6]1[C:7]([CH2:12][N:13]2[CH2:18][CH2:17][C@H:16]([OH:19])[C@H:15]([CH2:20][O:21][C:22]3[CH:27]=[CH:26][CH:25]=[CH:24][C:23]=3[F:28])[CH2:14]2)=[N:8][CH:9]=[CH:10][N:11]=1)(C)(C)C.C(=O)(O)[O-].[Na+].ClCCl. The catalyst is C(OCC)(=O)C.Cl.C(OCC)(=O)C. The product is [F:28][C:23]1[CH:24]=[CH:25][CH:26]=[CH:27][C:22]=1[O:21][CH2:20][C@H:15]1[C@@H:16]([OH:19])[CH2:17][CH2:18][N:13]([CH2:12][C:7]2[C:6](=[O:5])[NH:11][CH:10]=[CH:9][N:8]=2)[CH2:14]1. The yield is 0.400.